Dataset: Forward reaction prediction with 1.9M reactions from USPTO patents (1976-2016). Task: Predict the product of the given reaction. The product is: [C:16]([C:15]1[CH:14]=[CH:13][C:12]([CH:18]2[CH2:4][CH:19]2[C:20]([O:22][C:23]([CH3:26])([CH3:25])[CH3:24])=[O:21])=[CH:11][C:10]=1[CH3:9])#[N:17]. Given the reactants [H-].[Na+].[I-].[CH3:4][S+](C)(C)=O.[CH3:9][C:10]1[CH:11]=[C:12]([CH:18]=[CH:19][C:20]([O:22][C:23]([CH3:26])([CH3:25])[CH3:24])=[O:21])[CH:13]=[CH:14][C:15]=1[C:16]#[N:17], predict the reaction product.